From a dataset of Catalyst prediction with 721,799 reactions and 888 catalyst types from USPTO. Predict which catalyst facilitates the given reaction. (1) Reactant: [H-].[Na+].[CH2:3]1[CH2:7][O:6][CH2:5][CH2:4]1.[CH:8](=O)[CH2:9][CH3:10].[OH2:12]. Product: [C:5]([O:6][CH2:7][CH3:3])(=[O:12])/[CH:4]=[CH:8]/[CH2:9][CH3:10]. The catalyst class is: 25. (2) Reactant: Br[C:2]1[CH:3]=[CH:4][C:5]2[C:6]3[N:14]=[C:13]([N:15]4[CH2:20][CH2:19][NH:18][CH2:17][CH2:16]4)[N:12]=[C:11]([O:21][CH2:22][CH3:23])[C:7]=3[NH:8][C:9]=2[CH:10]=1.[NH:24]1[CH2:29][CH2:28][O:27][CH2:26][CH2:25]1.CC([O-])(C)C.[K+].P(C(C)(C)C)(C(C)(C)C)C(C)(C)C. Product: [CH2:22]([O:21][C:11]1[C:7]2[NH:8][C:9]3[CH:10]=[C:2]([N:24]4[CH2:29][CH2:28][O:27][CH2:26][CH2:25]4)[CH:3]=[CH:4][C:5]=3[C:6]=2[N:14]=[C:13]([N:15]2[CH2:20][CH2:19][NH:18][CH2:17][CH2:16]2)[N:12]=1)[CH3:23]. The catalyst class is: 222. (3) Product: [CH3:14][C:4]1[CH:5]=[C:6]([C:8]2[NH:12][C:11](=[O:13])[NH:10][N:9]=2)[N:7]=[C:2]([O:15][C@H:16]2[CH2:20][CH2:19][N:18]([C:21]([O:23][C:24]([CH3:27])([CH3:26])[CH3:25])=[O:22])[CH2:17]2)[CH:3]=1. The catalyst class is: 60. Reactant: Cl[C:2]1[N:7]=[C:6]([C:8]2[NH:12][C:11](=[O:13])[NH:10][N:9]=2)[CH:5]=[C:4]([CH3:14])[CH:3]=1.[OH:15][C@H:16]1[CH2:20][CH2:19][N:18]([C:21]([O:23][C:24]([CH3:27])([CH3:26])[CH3:25])=[O:22])[CH2:17]1.[H-].[Na+].O. (4) Reactant: [Cl:1][C:2]1[CH:3]=[C:4]([C:8]2[CH:13]=[C:12]([CH2:14][C:15]3[CH:20]=[CH:19][C:18]([CH2:21][C:22](O)=[O:23])=[CH:17][CH:16]=3)[CH:11]=[C:10]([C:25]([F:28])([F:27])[F:26])[N:9]=2)[CH:5]=[CH:6][CH:7]=1.C(Cl)(=O)C(Cl)=O.[NH3:35].CO. Product: [Cl:1][C:2]1[CH:3]=[C:4]([C:8]2[CH:13]=[C:12]([CH2:14][C:15]3[CH:20]=[CH:19][C:18]([CH2:21][C:22]([NH2:35])=[O:23])=[CH:17][CH:16]=3)[CH:11]=[C:10]([C:25]([F:27])([F:26])[F:28])[N:9]=2)[CH:5]=[CH:6][CH:7]=1. The catalyst class is: 139. (5) Reactant: [Cl:1][C:2]1[CH:7]=[CH:6][C:5]([C:8]([F:13])([F:12])[C:9]([OH:11])=O)=[C:4]([F:14])[CH:3]=1.P(Cl)(Cl)(Cl)=O.Cl.[NH2:21][CH2:22][C:23]1[CH:24]=[C:25]2[C:29](=[CH:30][CH:31]=1)[C:28](=[O:32])[N:27]([CH:33]1[CH2:38][CH2:37][C:36](=[O:39])[NH:35][C:34]1=[O:40])[CH2:26]2.C(=O)(O)[O-].[Na+]. Product: [Cl:1][C:2]1[CH:7]=[CH:6][C:5]([C:8]([F:13])([F:12])[C:9]([NH:21][CH2:22][C:23]2[CH:24]=[C:25]3[C:29](=[CH:30][CH:31]=2)[C:28](=[O:32])[N:27]([CH:33]2[CH2:38][CH2:37][C:36](=[O:39])[NH:35][C:34]2=[O:40])[CH2:26]3)=[O:11])=[C:4]([F:14])[CH:3]=1. The catalyst class is: 17.